From a dataset of Peptide-MHC class II binding affinity with 134,281 pairs from IEDB. Regression. Given a peptide amino acid sequence and an MHC pseudo amino acid sequence, predict their binding affinity value. This is MHC class II binding data. (1) The peptide sequence is VDRQWAQDLTLPWQS. The MHC is DRB1_0101 with pseudo-sequence DRB1_0101. The binding affinity (normalized) is 0.173. (2) The peptide sequence is KKPDKPSLDISLETVAID. The MHC is HLA-DQA10103-DQB10603 with pseudo-sequence HLA-DQA10103-DQB10603. The binding affinity (normalized) is 0.306. (3) The peptide sequence is NILLQYVVKSF. The MHC is HLA-DQA10102-DQB10604 with pseudo-sequence CNYHQGGGARVAHIMYFGLTHYVVRTETVHVGGI. The binding affinity (normalized) is 0.0944. (4) The peptide sequence is KVITALTERLYVGGPMHNSK. The MHC is DRB1_1101 with pseudo-sequence DRB1_1101. The binding affinity (normalized) is 0.209. (5) The peptide sequence is CLKDRMNFDIPEEIK. The MHC is DRB1_0405 with pseudo-sequence DRB1_0405. The binding affinity (normalized) is 0.0965. (6) The peptide sequence is ASMVIFDRSFTITIA. The MHC is DRB1_1101 with pseudo-sequence DRB1_1101. The binding affinity (normalized) is 0.206. (7) The peptide sequence is SGSEAYQGVQQKWDA. The binding affinity (normalized) is 0.173. The MHC is DRB1_0701 with pseudo-sequence DRB1_0701. (8) The binding affinity (normalized) is 0.217. The MHC is DRB1_0701 with pseudo-sequence DRB1_0701. The peptide sequence is QPGVDIIEGPVKNVA. (9) The peptide sequence is ICDQCIANGVSTHIV. The MHC is DRB1_0101 with pseudo-sequence DRB1_0101. The binding affinity (normalized) is 0.653. (10) The peptide sequence is AFKVAATDANAAPAN. The MHC is DRB1_0901 with pseudo-sequence DRB1_0901. The binding affinity (normalized) is 0.679.